Task: Predict the reaction yield, written as a fraction of the theoretical maximum amount of product (1.0 means a 100% yield; for example, 0.34 means a 34% yield).. Dataset: Reaction yield outcomes from USPTO patents with 853,638 reactions (1) The reactants are [O-]P([O-])([O-])=O.[K+].[K+].[K+].[N:9]1([C:14]([C:16]2[CH:21]=[CH:20][C:19](B(O)O)=[CH:18][CH:17]=2)=[O:15])[CH2:13][CH2:12][CH2:11][CH2:10]1.[CH2:25]([O:27][C:28]([C:30]1=[CH:31]C2C=CC(Br)=CC=2[N:34]=[C:35]([C:37]([O:39][C:40]([CH3:43])([CH3:42])[CH3:41])=[O:38])[CH2:36]1)=[O:29])[CH3:26]. The catalyst is C([O-])(=O)C.[Pd+2].C([O-])(=O)C.C(O)C. The product is [CH2:25]([O:27][C:28]([C:30]1=[CH:31][C:19]2[CH:20]=[CH:21][C:16]([C:14]([N:9]3[CH2:13][CH2:12][CH2:11][CH2:10]3)=[O:15])=[CH:17][C:18]=2[N:34]=[C:35]([C:37]([O:39][C:40]([CH3:41])([CH3:43])[CH3:42])=[O:38])[CH2:36]1)=[O:29])[CH3:26]. The yield is 0.460. (2) The reactants are [H-].[Na+].[CH3:3][C:4]1[CH:8]=[C:7]([C:9]([O:11][CH2:12][CH3:13])=[O:10])[NH:6][N:5]=1.FC(F)(F)S(O[CH2:20][C:21]([F:24])([F:23])[F:22])(=O)=O.Cl. The catalyst is CN(C)C=O. The product is [CH3:3][C:4]1[CH:8]=[C:7]([C:9]([O:11][CH2:12][CH3:13])=[O:10])[N:6]([CH2:20][C:21]([F:24])([F:23])[F:22])[N:5]=1. The yield is 0.230. (3) The reactants are C([S:8][C:9]1[CH:18]=[C:17]2[C:12]([C:13]([C:19]3[C:24]([O:25][CH3:26])=[CH:23][C:22]([C:27]4[CH:32]=[CH:31][CH:30]=[C:29]([F:33])[CH:28]=4)=[C:21]([Cl:34])[CH:20]=3)=[N:14][CH:15]=[N:16]2)=[CH:11][CH:10]=1)C1C=CC=CC=1.ClN1C(C)(C)C(=[O:43])N(Cl)C1=O.[F:46][C:47]1[C:52]([F:53])=[C:51]([F:54])[C:50]([F:55])=[C:49]([F:56])[C:48]=1[OH:57].C(N(CC)CC)C.[OH2:65]. The catalyst is C(O)(=O)C.C(Cl)Cl. The product is [Cl:34][C:21]1[CH:20]=[C:19]([C:13]2[C:12]3[C:17](=[CH:18][C:9]([S:8]([O:57][C:48]4[C:47]([F:46])=[C:52]([F:53])[C:51]([F:54])=[C:50]([F:55])[C:49]=4[F:56])(=[O:43])=[O:65])=[CH:10][CH:11]=3)[N:16]=[CH:15][N:14]=2)[C:24]([O:25][CH3:26])=[CH:23][C:22]=1[C:27]1[CH:32]=[CH:31][CH:30]=[C:29]([F:33])[CH:28]=1. The yield is 0.604. (4) The reactants are [NH2:1][CH2:2][C:3]1[N:4]=[C:5]([NH:8][C:9]([NH:11][C:12]2[CH:17]=[CH:16][C:15]([CH3:18])=[CH:14][C:13]=2[C:19]([CH:21]2[CH2:25][CH2:24][CH2:23][CH2:22]2)=[O:20])=[O:10])[S:6][CH:7]=1.[CH3:26][O:27][C:28](=[O:35])[CH2:29][CH2:30][S:31](Cl)(=[O:33])=[O:32]. No catalyst specified. The product is [CH3:26][O:27][C:28](=[O:35])[CH2:29][CH2:30][S:31](=[O:33])(=[O:32])[NH:1][CH2:2][C:3]1[N:4]=[C:5]([NH:8][C:9]([NH:11][C:12]2[CH:17]=[CH:16][C:15]([CH3:18])=[CH:14][C:13]=2[C:19]([CH:21]2[CH2:25][CH2:24][CH2:23][CH2:22]2)=[O:20])=[O:10])[S:6][CH:7]=1. The yield is 0.910.